This data is from Full USPTO retrosynthesis dataset with 1.9M reactions from patents (1976-2016). The task is: Predict the reactants needed to synthesize the given product. (1) Given the product [CH3:2][O:3][C:4]1[CH:5]=[CH:6][C:7]([C:8]([O:10][CH2:11][C:12]([N:15]=[C:24]=[S:25])([CH3:14])[CH3:13])=[O:9])=[CH:16][CH:17]=1, predict the reactants needed to synthesize it. The reactants are: Cl.[CH3:2][O:3][C:4]1[CH:17]=[CH:16][C:7]([C:8]([O:10][CH2:11][C:12]([NH2:15])([CH3:14])[CH3:13])=[O:9])=[CH:6][CH:5]=1.C([O-])([O-])=O.[Na+].[Na+].[C:24](Cl)(Cl)=[S:25]. (2) Given the product [C:1]([N:4]1[C:13]2[C:8](=[C:9]([O:15][C:16]3[CH:24]=[CH:23][C:19]([C:20](=[O:21])[NH2:22])=[CH:18][CH:17]=3)[C:10]([C:32]3[CH:33]=[N:34][N:35]([CH:37]4[CH2:38][CH2:39][N:40]([C:43]([O:45][C:46]([CH3:49])([CH3:48])[CH3:47])=[O:44])[CH2:41][CH2:42]4)[CH:36]=3)=[CH:11][CH:12]=2)[CH2:7][CH2:6][C@@H:5]1[CH3:25])(=[O:3])[CH3:2], predict the reactants needed to synthesize it. The reactants are: [C:1]([N:4]1[C:13]2[C:8](=[C:9]([O:15][C:16]3[CH:24]=[CH:23][C:19]([C:20]([NH2:22])=[O:21])=[CH:18][CH:17]=3)[C:10](Br)=[CH:11][CH:12]=2)[CH2:7][CH2:6][C@@H:5]1[CH3:25])(=[O:3])[CH3:2].CC1(C)OB([C:32]2[CH:33]=[N:34][N:35]([CH:37]3[CH2:42][CH2:41][N:40]([C:43]([O:45][C:46]([CH3:49])([CH3:48])[CH3:47])=[O:44])[CH2:39][CH2:38]3)[CH:36]=2)OC1(C)C.C(=O)([O-])[O-].[K+].[K+]. (3) Given the product [I:12][C:13]1[CH:14]=[N:15][N:16]([C:2]2[CH:3]=[CH:4][C:5]([N+:9]([O-:11])=[O:10])=[C:6]([CH3:8])[CH:7]=2)[CH:17]=1, predict the reactants needed to synthesize it. The reactants are: F[C:2]1[CH:3]=[CH:4][C:5]([N+:9]([O-:11])=[O:10])=[C:6]([CH3:8])[CH:7]=1.[I:12][C:13]1[CH:14]=[N:15][NH:16][CH:17]=1.C(=O)([O-])[O-].[K+].[K+].